This data is from Full USPTO retrosynthesis dataset with 1.9M reactions from patents (1976-2016). The task is: Predict the reactants needed to synthesize the given product. (1) Given the product [Cl:11][C:8]1[CH:9]=[CH:10][C:2]([NH:1][C:29]([C:19]23[CH2:28][CH:23]4[CH2:24][CH:25]([CH2:27][CH:21]([CH2:22]4)[O:20]2)[CH2:26]3)=[O:30])=[C:3]([C:4]([N:16]2[CH2:17][C:14]([F:18])([F:13])[CH2:15]2)=[O:6])[CH:7]=1, predict the reactants needed to synthesize it. The reactants are: [NH2:1][C:2]1[CH:10]=[CH:9][C:8]([Cl:11])=[CH:7][C:3]=1[C:4]([OH:6])=O.Cl.[F:13][C:14]1([F:18])[CH2:17][NH:16][CH2:15]1.[C:19]12([C:29](Cl)=[O:30])[CH2:28][CH:23]3[CH2:24][CH:25]([CH2:27][CH:21]([CH2:22]3)[O:20]1)[CH2:26]2.C(N(CC)CC)C. (2) Given the product [Cl:53][C:50]1[C:49]2[C:44](=[CH:45][C:46]([F:54])=[CH:47][CH:48]=2)[N:43]=[C:42]([N:60]2[CH2:59][CH2:58][CH2:57][CH2:56][C:55]2=[O:61])[C:51]=1[CH3:52], predict the reactants needed to synthesize it. The reactants are: C([O-])([O-])=O.[K+].[K+].C(P(C(C)(C)C)C1C(C)=C(C)C(C)=C(C)C=1C1C(C(C)C)=CC(C(C)C)=CC=1C(C)C)(C)(C)C.Cl[C:42]1[C:51]([CH3:52])=[C:50]([Cl:53])[C:49]2[C:44](=[CH:45][C:46]([F:54])=[CH:47][CH:48]=2)[N:43]=1.[C:55]1(=[O:61])[NH:60][CH2:59][CH2:58][CH2:57][CH2:56]1. (3) Given the product [ClH:32].[NH:1]1[C:9]2[C:4](=[C:5]([C:10]3[N:19]=[CH:18][C:17]4[N:16]([CH2:20][C:21]([OH:23])=[O:22])[CH2:15][C@@H:14]5[CH2:28][O:29][CH2:30][CH2:31][N:13]5[C:12]=4[N:11]=3)[CH:6]=[CH:7][CH:8]=2)[CH:3]=[CH:2]1, predict the reactants needed to synthesize it. The reactants are: [NH:1]1[C:9]2[C:4](=[C:5]([C:10]3[N:19]=[CH:18][C:17]4[N:16]([CH2:20][C:21]([O:23]C(C)(C)C)=[O:22])[CH2:15][C@@H:14]5[CH2:28][O:29][CH2:30][CH2:31][N:13]5[C:12]=4[N:11]=3)[CH:6]=[CH:7][CH:8]=2)[CH:3]=[CH:2]1.[ClH:32]. (4) Given the product [Cl:1][C:2]1[CH:7]=[CH:6][C:5]([CH:8]2[C:15]3[C:14]([CH2:16][O:17][CH3:18])=[N:13][N:12]([CH:19]4[CH2:20][CH2:21]4)[C:11]=3[C:10](=[O:22])[N:9]2[C:24]2[CH:25]=[C:26]([CH3:32])[C:27](=[O:31])[N:28]([CH3:30])[CH:29]=2)=[CH:4][CH:3]=1, predict the reactants needed to synthesize it. The reactants are: [Cl:1][C:2]1[CH:7]=[CH:6][C:5]([CH:8]2[C:15]3[C:14]([CH2:16][O:17][CH3:18])=[N:13][N:12]([CH:19]4[CH2:21][CH2:20]4)[C:11]=3[C:10](=[O:22])[NH:9]2)=[CH:4][CH:3]=1.Br[C:24]1[CH:25]=[C:26]([CH3:32])[C:27](=[O:31])[N:28]([CH3:30])[CH:29]=1. (5) Given the product [NH2:1][C@H:2]1[CH2:7][CH2:6][CH2:5][CH2:4][C@H:3]1[NH:8][C:10]1[CH:11]=[CH:12][C:13]2[C:19](=[O:20])[C:18]3[CH:21]=[CH:22][CH:23]=[CH:24][C:17]=3[CH2:16][O:15][C:14]=2[CH:25]=1, predict the reactants needed to synthesize it. The reactants are: [NH2:1][C@@H:2]1[CH2:7][CH2:6][CH2:5][CH2:4][C@@H:3]1[NH2:8].F[C:10]1[CH:11]=[CH:12][C:13]2[C:19](=[O:20])[C:18]3[CH:21]=[CH:22][CH:23]=[CH:24][C:17]=3[CH2:16][O:15][C:14]=2[CH:25]=1. (6) Given the product [F:23][C:19]1[CH:18]=[C:17]([S:14]([N:12]2[CH2:13][C:9]3[C:8]([NH:24][C:25](=[O:45])[C:26]4[CH:31]=[CH:30][C:29]([N:32]5[CH2:33][CH2:34][N:35]([CH3:38])[CH2:36][CH2:37]5)=[C:28]([N:39]([CH2:41][CH2:42][OH:43])[CH3:40])[CH:27]=4)=[N:7][NH:6][C:10]=3[CH2:11]2)(=[O:15])=[O:16])[CH:22]=[CH:21][CH:20]=1, predict the reactants needed to synthesize it. The reactants are: C(OC([N:6]1[C:10]2[CH2:11][N:12]([S:14]([C:17]3[CH:22]=[CH:21][CH:20]=[C:19]([F:23])[CH:18]=3)(=[O:16])=[O:15])[CH2:13][C:9]=2[C:8]([NH:24][C:25](=[O:45])[C:26]2[CH:31]=[CH:30][C:29]([N:32]3[CH2:37][CH2:36][N:35]([CH3:38])[CH2:34][CH2:33]3)=[C:28]([N:39]([CH2:41][CH2:42][O:43]C)[CH3:40])[CH:27]=2)=[N:7]1)=O)C. (7) Given the product [CH3:1][O:2][CH2:3][C:4]([CH:5]([CH2:21][CH2:22][CH2:23][CH2:24][C:25]([O:27][CH2:28][CH3:29])=[O:26])[C:6]([O:8][C:9]([CH3:10])([CH3:12])[CH3:11])=[O:7])=[O:13], predict the reactants needed to synthesize it. The reactants are: [CH3:1][O:2][CH2:3][C:4](=[O:13])[CH2:5][C:6]([O:8][C:9]([CH3:12])([CH3:11])[CH3:10])=[O:7].C(=O)([O-])[O-].[K+].[K+].I[CH2:21][CH2:22][CH2:23][CH2:24][C:25]([O:27][CH2:28][CH3:29])=[O:26]. (8) Given the product [N+:36]([C:30]1[C:31]([S:33][C:34]#[N:35])=[N:32][C:27]([NH:15][C:10]2[CH:9]=[C:8]([NH:7][C:6](=[O:16])[O:5][C:1]([CH3:4])([CH3:2])[CH3:3])[CH:13]=[CH:12][C:11]=2[CH3:14])=[N:28][CH:29]=1)([O-:38])=[O:37], predict the reactants needed to synthesize it. The reactants are: [C:1]([O:5][C:6](=[O:16])[NH:7][C:8]1[CH:13]=[CH:12][C:11]([CH3:14])=[C:10]([NH2:15])[CH:9]=1)([CH3:4])([CH3:3])[CH3:2].C(N(C(C)C)C(C)C)C.Cl[C:27]1[N:32]=[C:31]([S:33][C:34]#[N:35])[C:30]([N+:36]([O-:38])=[O:37])=[CH:29][N:28]=1.C(=O)([O-])O.[Na+]. (9) Given the product [CH3:19][O:20][C:21](=[O:33])[C@H:22]([OH:32])[C@@H:23]([NH2:31])[CH2:24][C:25]1[CH:30]=[CH:29][CH:28]=[CH:27][CH:26]=1, predict the reactants needed to synthesize it. The reactants are: C(OC(N[C@H](C=O)CC1C=CC=CC=1)=O)(C)(C)C.[CH3:19][O:20][C:21](=[O:33])[C@@H:22]([OH:32])[C@@H:23]([NH2:31])[CH2:24][C:25]1[CH:30]=[CH:29][CH:28]=[CH:27][CH:26]=1.